From a dataset of Full USPTO retrosynthesis dataset with 1.9M reactions from patents (1976-2016). Predict the reactants needed to synthesize the given product. (1) The reactants are: [C:1]([O:5][C:6]([NH:8][C@H:9]([C:22]([O:24][CH3:25])=[O:23])[CH2:10][C:11]1[S:12][C:13]([CH2:16][CH2:17][CH2:18][CH:19]([OH:21])[CH3:20])=[CH:14][CH:15]=1)=[O:7])([CH3:4])([CH3:3])[CH3:2].[Cr](O[Cr]([O-])(=O)=O)([O-])(=O)=O.[NH+]1C=CC=CC=1.[NH+]1C=CC=CC=1. Given the product [C:1]([O:5][C:6]([NH:8][C@H:9]([C:22]([O:24][CH3:25])=[O:23])[CH2:10][C:11]1[S:12][C:13]([CH2:16][CH2:17][CH2:18][C:19](=[O:21])[CH3:20])=[CH:14][CH:15]=1)=[O:7])([CH3:4])([CH3:2])[CH3:3], predict the reactants needed to synthesize it. (2) The reactants are: [CH3:1][C:2]1([CH3:47])[O:7][C:6]2[CH:8]=[CH:9][C:10]([C@H:12]3[O:16][C:15](=[O:17])[N:14]([CH2:18][CH2:19][CH2:20][CH2:21][CH2:22][CH2:23][O:24][CH2:25][CH2:26][O:27][CH2:28][C:29]4[CH:30]=[C:31]([NH:35][C:36](=[O:46])[C:37]5[CH:42]=[CH:41][CH:40]=[C:39]([N+:43]([O-])=O)[CH:38]=5)[CH:32]=[CH:33][CH:34]=4)[CH2:13]3)=[CH:11][C:5]=2[CH2:4][O:3]1. Given the product [NH2:43][C:39]1[CH:38]=[C:37]([CH:42]=[CH:41][CH:40]=1)[C:36]([NH:35][C:31]1[CH:32]=[CH:33][CH:34]=[C:29]([CH2:28][O:27][CH2:26][CH2:25][O:24][CH2:23][CH2:22][CH2:21][CH2:20][CH2:19][CH2:18][N:14]2[CH2:13][C@@H:12]([C:10]3[CH:9]=[CH:8][C:6]4[O:7][C:2]([CH3:47])([CH3:1])[O:3][CH2:4][C:5]=4[CH:11]=3)[O:16][C:15]2=[O:17])[CH:30]=1)=[O:46], predict the reactants needed to synthesize it. (3) The reactants are: [F:1][C:2]1[CH:3]=[C:4]([CH2:9][C:10]([NH:12][C@H:13]([C:15]([NH:17][CH2:18][C:19]([OH:21])=[O:20])=[O:16])[CH3:14])=[O:11])[CH:5]=[C:6]([F:8])[CH:7]=1.[C:22]1([CH2:28][CH2:29]O)[CH:27]=[CH:26][CH:25]=[CH:24][CH:23]=1. Given the product [C:22]1([CH2:28][CH2:29][O:20][C:19](=[O:21])[CH2:18][NH:17][C:15](=[O:16])[C@H:13]([CH3:14])[NH:12][C:10](=[O:11])[CH2:9][C:4]2[CH:3]=[C:2]([F:1])[CH:7]=[C:6]([F:8])[CH:5]=2)[CH:27]=[CH:26][CH:25]=[CH:24][CH:23]=1, predict the reactants needed to synthesize it. (4) Given the product [C:19]([NH:27][C:28]1[CH:37]=[C:36]([C:2]2[O:1][C:5]3[CH:6]=[CH:7][CH:8]=[CH:9][C:4]=3[CH:3]=2)[CH:35]=[CH:34][C:29]=1[C:30]([OH:32])=[O:31])(=[O:26])[C:20]1[CH:21]=[CH:22][CH:23]=[CH:24][CH:25]=1, predict the reactants needed to synthesize it. The reactants are: [O:1]1[C:5]2[CH:6]=[CH:7][CH:8]=[CH:9][C:4]=2[CH:3]=[C:2]1B(O)O.C(=O)([O-])[O-].[Na+].[Na+].[C:19]([NH:27][C:28]1[CH:37]=[C:36](Br)[CH:35]=[CH:34][C:29]=1[C:30]([O:32]C)=[O:31])(=[O:26])[C:20]1[CH:25]=[CH:24][CH:23]=[CH:22][CH:21]=1. (5) Given the product [CH2:1]([O:3][C:4](=[O:20])[CH:5]([C:6]1[CH:7]=[C:8]([C:12]2[CH:17]=[CH:16][CH:15]=[C:14]([Cl:18])[C:13]=2[Cl:19])[CH:9]=[CH:10][CH:11]=1)[C:21]([O:22][CH2:23][CH3:24])=[O:25])[CH3:2], predict the reactants needed to synthesize it. The reactants are: [CH2:1]([O:3][C:4](=[O:20])[CH2:5][C:6]1[CH:7]=[C:8]([C:12]2[CH:17]=[CH:16][CH:15]=[C:14]([Cl:18])[C:13]=2[Cl:19])[CH:9]=[CH:10][CH:11]=1)[CH3:2].[C:21](=O)([O:25]CC)[O:22][CH2:23][CH3:24].[H-].[Na+]. (6) Given the product [Cl-:1].[CH:27]([C:5]1[CH:10]=[CH:9][CH:8]=[CH:7][C:6]=1[N+:14]1[CH:19]=[CH:18][C:17]([C:20]2[CH:25]=[CH:24][NH+:23]=[CH:22][CH:21]=2)=[CH:16][CH:15]=1)([CH3:29])[CH3:28].[Cl-:1], predict the reactants needed to synthesize it. The reactants are: [Cl-:1].[N+]([C:5]1[CH:10]=[C:9]([N+]([O-])=O)[CH:8]=[CH:7][C:6]=1[N+:14]1[CH:19]=[CH:18][C:17]([C:20]2[CH:25]=[CH:24][NH+:23]=[CH:22][CH:21]=2)=[CH:16][CH:15]=1)([O-])=O.[Cl-].[CH:27](C1C=CC=CC=1N)([CH3:29])[CH3:28]. (7) Given the product [CH3:1][O:2][C:3]1[CH:4]=[C:5]([C:11]2([CH:14]=[O:28])[CH2:13][CH2:12]2)[CH:6]=[CH:7][C:8]=1[O:9][CH3:10], predict the reactants needed to synthesize it. The reactants are: [CH3:1][O:2][C:3]1[CH:4]=[C:5]([C:11]2([C:14]#N)[CH2:13][CH2:12]2)[CH:6]=[CH:7][C:8]=1[O:9][CH3:10].CC(C[AlH]CC(C)C)C.C1C[O:28]CC1. (8) Given the product [Br:1][C:2]1[N:7]=[CH:6][C:5]2[N:8]=[C:9]([C:14]([N:21]3[CH2:22][CH2:23][N:18]([CH3:17])[CH2:19][CH2:20]3)=[O:16])[N:10]([CH:11]([CH3:12])[CH3:13])[C:4]=2[CH:3]=1, predict the reactants needed to synthesize it. The reactants are: [Br:1][C:2]1[N:7]=[CH:6][C:5]2[N:8]=[C:9]([C:14]([OH:16])=O)[N:10]([CH:11]([CH3:13])[CH3:12])[C:4]=2[CH:3]=1.[CH3:17][N:18]1[CH2:23][CH2:22][NH:21][CH2:20][CH2:19]1.F[P-](F)(F)(F)(F)F.N1(O[P+](N2CCCC2)(N2CCCC2)N2CCCC2)C2C=CC=CC=2N=N1.C(N(CC)C(C)C)(C)C. (9) Given the product [Cl:66][C:60]1[CH:61]=[C:62]([CH:63]([CH3:65])[CH3:64])[C:56]2[O:55][CH:54]([CH2:53][NH2:50])[CH2:58][C:57]=2[C:59]=1[CH3:67], predict the reactants needed to synthesize it. The reactants are: CC1C=CC(S(OCC2CC3C(C)=C(Cl)C=C(C(C)C)C=3O2)(=O)=O)=CC=1.[N-]=[N+]=[N-].[Na+].N(CC1CC2C=C(Cl)C=C(C3C=CSC=3)C=2O1)=[N+]=[N-].[N:50]([CH2:53][CH:54]1[CH2:58][C:57]2[C:59]([CH3:67])=[C:60]([Cl:66])[CH:61]=[C:62]([CH:63]([CH3:65])[CH3:64])[C:56]=2[O:55]1)=[N+]=[N-].C1(P(C2C=CC=CC=2)C2C=CC=CC=2)C=CC=CC=1.Cl.